Dataset: Catalyst prediction with 721,799 reactions and 888 catalyst types from USPTO. Task: Predict which catalyst facilitates the given reaction. (1) Reactant: [C:1]([C:3]1[C:4]([N:15]2[CH2:20][CH2:19][CH:18]([C:21](O)=[O:22])[CH2:17][CH2:16]2)=[N:5][C:6]([CH3:14])=[C:7]([C:9]([O:11][CH2:12][CH3:13])=[O:10])[CH:8]=1)#[N:2].CN(C(ON1N=NC2C=CC=NC1=2)=[N+](C)C)C.F[P-](F)(F)(F)(F)F.CCN(C(C)C)C(C)C.[CH2:57]([C:59]1[CH:64]=[CH:63][C:62]([CH2:65][S:66]([NH2:69])(=[O:68])=[O:67])=[CH:61][CH:60]=1)[CH3:58].S(Cl)(Cl)(=O)=O. Product: [C:1]([C:3]1[C:4]([N:15]2[CH2:16][CH2:17][CH:18]([C:21]([NH:69][S:66]([CH2:65][C:62]3[CH:63]=[CH:64][C:59]([CH2:57][CH3:58])=[CH:60][CH:61]=3)(=[O:67])=[O:68])=[O:22])[CH2:19][CH2:20]2)=[N:5][C:6]([CH3:14])=[C:7]([CH:8]=1)[C:9]([O:11][CH2:12][CH3:13])=[O:10])#[N:2]. The catalyst class is: 2. (2) Reactant: [OH:1][C:2]1[CH:11]=[C:10]2[C:5]([CH:6]=[CH:7][CH:8]=[C:9]2[N:12]2[CH2:17][CH2:16][N:15]([CH3:18])[CH2:14][CH2:13]2)=[CH:4][CH:3]=1.C1(P(C2C=CC=CC=2)C2C=CC=CC=2)C=CC=CC=1.[F:38][C:39]([F:49])([F:48])[C:40]1[CH:47]=[CH:46][C:43]([CH2:44]O)=[CH:42][CH:41]=1.N(C(OCC)=O)=NC(OCC)=O. Product: [F:38][C:39]([F:48])([F:49])[C:40]1[CH:47]=[CH:46][C:43]([CH2:44][O:1][C:2]2[CH:11]=[C:10]3[C:5]([CH:6]=[CH:7][CH:8]=[C:9]3[N:12]3[CH2:17][CH2:16][N:15]([CH3:18])[CH2:14][CH2:13]3)=[CH:4][CH:3]=2)=[CH:42][CH:41]=1. The catalyst class is: 1. (3) Reactant: C(O)(C(F)(F)F)=O.[Br:8][C:9]1[C:14]2[N:15]=[C:16]([NH:19][C:20]3[CH:25]=[CH:24][C:23]([N:26]4[CH2:31][CH2:30][N:29](C(OC(C)(C)C)=O)[CH2:28][CH2:27]4)=[CH:22][CH:21]=3)[N:17]=[CH:18][C:13]=2[C:12](=[O:39])[N:11]([C:40]2[C:45]([Cl:46])=[CH:44][CH:43]=[CH:42][C:41]=2[Cl:47])[CH:10]=1. Product: [Br:8][C:9]1[C:14]2[N:15]=[C:16]([NH:19][C:20]3[CH:21]=[CH:22][C:23]([N:26]4[CH2:31][CH2:30][NH:29][CH2:28][CH2:27]4)=[CH:24][CH:25]=3)[N:17]=[CH:18][C:13]=2[C:12](=[O:39])[N:11]([C:40]2[C:45]([Cl:46])=[CH:44][CH:43]=[CH:42][C:41]=2[Cl:47])[CH:10]=1. The catalyst class is: 2.